This data is from Reaction yield outcomes from USPTO patents with 853,638 reactions. The task is: Predict the reaction yield, written as a fraction of the theoretical maximum amount of product (1.0 means a 100% yield; for example, 0.34 means a 34% yield). (1) The reactants are [F:1][C:2]([F:35])([F:34])[C:3]1[CH:4]=[C:5]([CH:27]=[C:28]([C:30]([F:33])([F:32])[F:31])[CH:29]=1)[CH2:6][N:7]1[C:11](Cl)=[C:10]([C:13]([N:15]2[CH2:19][CH2:18][CH2:17][CH:16]2[C:20]2[CH:25]=[CH:24][CH:23]=[CH:22][C:21]=2[Cl:26])=[O:14])[N:9]=[N:8]1.[CH3:36][N:37]1[CH2:42][CH2:41][NH:40][CH2:39][CH2:38]1. The catalyst is CCOC(C)=O. The product is [F:1][C:2]([F:35])([F:34])[C:3]1[CH:4]=[C:5]([CH:27]=[C:28]([C:30]([F:32])([F:31])[F:33])[CH:29]=1)[CH2:6][N:7]1[C:11]([N:40]2[CH2:41][CH2:42][N:37]([CH3:36])[CH2:38][CH2:39]2)=[C:10]([C:13]([N:15]2[CH2:19][CH2:18][CH2:17][CH:16]2[C:20]2[CH:25]=[CH:24][CH:23]=[CH:22][C:21]=2[Cl:26])=[O:14])[N:9]=[N:8]1. The yield is 0.960. (2) The reactants are [CH3:1][O-:2].[Na+].Cl[C:5]1[C:10]([N+:11]([O-:13])=[O:12])=[CH:9][CH:8]=[C:7]([Cl:14])[N:6]=1.[Cl-].[NH4+]. The catalyst is C1COCC1. The product is [Cl:14][C:7]1[N:6]=[C:5]([O:2][CH3:1])[C:10]([N+:11]([O-:13])=[O:12])=[CH:9][CH:8]=1. The yield is 0.580. (3) The reactants are [Br:1][C:2]1[CH:7]=[CH:6][C:5]([CH:8](C(OCC)=O)[C:9]([O:11][CH2:12][CH3:13])=[O:10])=[C:4]([O:19][CH3:20])[CH:3]=1.[Cl-].[Li+].CS(C)=O. The catalyst is O. The product is [Br:1][C:2]1[CH:7]=[CH:6][C:5]([CH2:8][C:9]([O:11][CH2:12][CH3:13])=[O:10])=[C:4]([O:19][CH3:20])[CH:3]=1. The yield is 0.420. (4) The reactants are [CH2:1]([N:3]1[C:12]2[C:7](=[CH:8][C:9]([NH:13][S:14]([CH2:17][CH2:18][C:19]([O:21][CH2:22][CH3:23])=[O:20])(=[O:16])=[O:15])=[CH:10][CH:11]=2)[C:6](=[O:24])[N:5]([CH2:25][CH3:26])[C:4]1=[O:27])[CH3:2].[H-].[Na+].Cl[CH2:31][C:32]1[CH:37]=[CH:36][C:35]([O:38][CH3:39])=[CH:34][CH:33]=1.O. The catalyst is CN(C=O)C. The product is [CH2:1]([N:3]1[C:12]2[C:7](=[CH:8][C:9]([N:13]([CH2:31][C:32]3[CH:37]=[CH:36][C:35]([O:38][CH3:39])=[CH:34][CH:33]=3)[S:14]([CH2:17][CH2:18][C:19]([O:21][CH2:22][CH3:23])=[O:20])(=[O:15])=[O:16])=[CH:10][CH:11]=2)[C:6](=[O:24])[N:5]([CH2:25][CH3:26])[C:4]1=[O:27])[CH3:2]. The yield is 0.820. (5) The product is [Cl:13][C:2]1[C:7]([CH3:8])=[N:6][N:5]([CH3:9])[C:4](=[O:10])[CH:3]=1. The yield is 0.700. The reactants are O[C:2]1[C:7]([CH3:8])=[N:6][N:5]([CH3:9])[C:4](=[O:10])[CH:3]=1.O=P(Cl)(Cl)[Cl:13]. No catalyst specified.